Dataset: Catalyst prediction with 721,799 reactions and 888 catalyst types from USPTO. Task: Predict which catalyst facilitates the given reaction. (1) Reactant: C(O[C:6](=[O:13])[NH:7][C@H:8]([CH:11]=[O:12])[CH2:9][CH3:10])(C)(C)C.Br[C:15]([F:22])([F:21])C(OCC)=O.S([O-])(O)(=O)=O.[K+]. Product: [CH2:9]([C@@H:8]1[NH:7][C:6](=[O:13])[C:15]([F:22])([F:21])[C@@H:11]1[OH:12])[CH3:10]. The catalyst class is: 772. (2) Reactant: [CH3:1][O:2][CH2:3][CH2:4][C:5]([N:7]1[C@@H:13]([CH3:14])[C@H:12]([NH:15][C:16](=[O:28])[C@@H:17]([N:19]([CH3:27])[C:20](=[O:26])[O:21][C:22]([CH3:25])([CH3:24])[CH3:23])[CH3:18])[C:11](=[O:29])[NH:10][C:9]2[CH:30]=[CH:31][CH:32]=[CH:33][C:8]1=2)=[O:6].[Br:34][C:35]1[CH:36]=[C:37]2[C:42](=[CH:43][CH:44]=1)[C:41]([CH2:45]Cl)=[C:40]([O:47][CH3:48])[CH:39]=[CH:38]2.C(=O)([O-])[O-].[Cs+].[Cs+].[I-].[Na+]. Product: [Br:34][C:35]1[CH:36]=[C:37]2[C:42](=[CH:43][CH:44]=1)[C:41]([CH2:45][N:10]1[C:11](=[O:29])[C@@H:12]([NH:15][C:16](=[O:28])[C@@H:17]([N:19]([CH3:27])[C:20](=[O:26])[O:21][C:22]([CH3:24])([CH3:25])[CH3:23])[CH3:18])[C@H:13]([CH3:14])[N:7]([C:5](=[O:6])[CH2:4][CH2:3][O:2][CH3:1])[C:8]3[CH:33]=[CH:32][CH:31]=[CH:30][C:9]1=3)=[C:40]([O:47][CH3:48])[CH:39]=[CH:38]2. The catalyst class is: 31. (3) Reactant: [Cl:1][C:2]1[CH:7]=[CH:6][CH:5]=[CH:4][C:3]=1[NH:8][C:9](=[O:27])[CH2:10][CH2:11][C:12]1[C:13]([C:20]2[CH:25]=[CH:24][CH:23]=[CH:22][C:21]=2[Cl:26])=[N:14][C:15]([Br:19])=[CH:16][C:17]=1Br.C(=O)([O-])[O-].[K+].[K+]. Product: [Br:19][C:15]1[CH:16]=[C:17]2[C:12]([CH2:11][CH2:10][C:9](=[O:27])[N:8]2[C:3]2[CH:4]=[CH:5][CH:6]=[CH:7][C:2]=2[Cl:1])=[C:13]([C:20]2[CH:25]=[CH:24][CH:23]=[CH:22][C:21]=2[Cl:26])[N:14]=1. The catalyst class is: 122. (4) Reactant: [F:1][C:2]1[CH:7]=[CH:6][C:5]([N:8]2[CH:12]=[C:11]([C:13]3[CH:18]=[CH:17][C:16]([C@@H:19]4[O:24][CH2:23][CH2:22][N:21](C(OC(C)(C)C)=O)[CH2:20]4)=[CH:15][CH:14]=3)[CH:10]=[N:9]2)=[CH:4][CH:3]=1.[ClH:32].CCOCC. Product: [ClH:32].[F:1][C:2]1[CH:7]=[CH:6][C:5]([N:8]2[CH:12]=[C:11]([C:13]3[CH:14]=[CH:15][C:16]([C@@H:19]4[O:24][CH2:23][CH2:22][NH:21][CH2:20]4)=[CH:17][CH:18]=3)[CH:10]=[N:9]2)=[CH:4][CH:3]=1. The catalyst class is: 12. (5) Reactant: Cl.[CH3:2][O:3][C:4]1[CH:5]=[C:6]([CH:31]=[CH:32][CH:33]=1)[C:7]([NH:9][CH:10]1[CH2:15][CH2:14][N:13]([CH2:16][C:17]2[CH:26]=[CH:25][C:24]3[C:19](=[CH:20][C:21]([CH:27]=[CH:28][O:29]C)=[CH:22][CH:23]=3)[CH:18]=2)[CH2:12][CH2:11]1)=[O:8].C([O-])(O)=O.[Na+].CO.C(Cl)(Cl)Cl. Product: [CH3:2][O:3][C:4]1[CH:5]=[C:6]([CH:31]=[CH:32][CH:33]=1)[C:7]([NH:9][CH:10]1[CH2:11][CH2:12][N:13]([CH2:16][C:17]2[CH:26]=[CH:25][C:24]3[C:19](=[CH:20][C:21]([CH2:27][CH:28]=[O:29])=[CH:22][CH:23]=3)[CH:18]=2)[CH2:14][CH2:15]1)=[O:8]. The catalyst class is: 20. (6) Reactant: [N+:1]([C:4]1[CH:5]=[C:6]([CH:14]=[CH:15][CH:16]=1)[O:7][CH2:8][CH2:9][CH2:10][CH2:11][CH2:12][NH2:13])([O-:3])=[O:2].[C:17]1([S:27](Cl)(=[O:29])=[O:28])[C:26]2[C:21](=[CH:22][CH:23]=[CH:24][CH:25]=2)[CH:20]=[CH:19][CH:18]=1.C(N(CC)CC)C. Product: [N+:1]([C:4]1[CH:5]=[C:6]([CH:14]=[CH:15][CH:16]=1)[O:7][CH2:8][CH2:9][CH2:10][CH2:11][CH2:12][NH:13][S:27]([C:17]1[C:26]2[C:21](=[CH:22][CH:23]=[CH:24][CH:25]=2)[CH:20]=[CH:19][CH:18]=1)(=[O:29])=[O:28])([O-:3])=[O:2]. The catalyst class is: 4. (7) Reactant: [CH2:1]([S:8][C:9]1[N:14]=[C:13]([CH2:15][NH:16]C(=O)OC(C)(C)C)[CH:12]=[C:11]([C:24]2[CH:25]=[N:26][C:27]([C:30]([F:33])([F:32])[F:31])=[CH:28][CH:29]=2)[N:10]=1)[C:2]1[CH:7]=[CH:6][CH:5]=[CH:4][CH:3]=1.[ClH:34]. Product: [ClH:34].[CH2:1]([S:8][C:9]1[N:14]=[C:13]([CH2:15][NH2:16])[CH:12]=[C:11]([C:24]2[CH:25]=[N:26][C:27]([C:30]([F:33])([F:32])[F:31])=[CH:28][CH:29]=2)[N:10]=1)[C:2]1[CH:7]=[CH:6][CH:5]=[CH:4][CH:3]=1. The catalyst class is: 12.